From a dataset of Catalyst prediction with 721,799 reactions and 888 catalyst types from USPTO. Predict which catalyst facilitates the given reaction. (1) Reactant: [CH3:1][C:2]#[N:3].CC([O-])(C)C.[K+].[Br:10][C:11]1[CH:12]=[C:13]([CH:16]=[CH:17][CH:18]=1)[CH:14]=[O:15]. Product: [Br:10][C:11]1[CH:12]=[C:13]([CH:14]([OH:15])[CH2:1][C:2]#[N:3])[CH:16]=[CH:17][CH:18]=1. The catalyst class is: 1. (2) Reactant: O.[CH3:2][O:3][C:4]1[CH:9]=[CH:8][N+:7]([O-])=[CH:6][CH:5]=1.S([O-])([O-])(=O)=O.[Mg+2].COC1C=C[N+:22]([O-])=[CH:21]C=1.C[Si](C#N)(C)C.CN(C)C(Cl)=O. Product: [C:21]([C:8]1[CH:9]=[C:4]([O:3][CH3:2])[CH:5]=[CH:6][N:7]=1)#[N:22]. The catalyst class is: 452. (3) Reactant: Br[C:2]1[C:3]([N:22]2[CH2:27][CH2:26][O:25][CH2:24][CH2:23]2)=[N:4][CH:5]=[C:6]([CH:21]=1)[C:7]([NH:9][C:10]1[CH:15]=[CH:14][C:13]([O:16][C:17]([F:20])([F:19])[F:18])=[CH:12][CH:11]=1)=[O:8].[N:28]1[CH:33]=[C:32](B(O)O)[CH:31]=[N:30][CH:29]=1.[O-]P([O-])([O-])=O.[K+].[K+].[K+]. Product: [O:25]1[CH2:26][CH2:27][N:22]([C:3]2[C:2]([C:32]3[CH:33]=[N:28][CH:29]=[N:30][CH:31]=3)=[CH:21][C:6]([C:7]([NH:9][C:10]3[CH:15]=[CH:14][C:13]([O:16][C:17]([F:20])([F:19])[F:18])=[CH:12][CH:11]=3)=[O:8])=[CH:5][N:4]=2)[CH2:23][CH2:24]1. The catalyst class is: 206. (4) The catalyst class is: 31. Product: [CH3:28][N:5]([S:2]([CH3:1])(=[O:3])=[O:4])[C:6]1[CH:11]=[CH:10][CH:9]=[CH:8][C:7]=1[N:12]1[CH2:13][CH2:14][N:15]([C:18]([O:20][C:21]([CH3:24])([CH3:23])[CH3:22])=[O:19])[CH2:16][CH2:17]1. Reactant: [CH3:1][S:2]([NH:5][C:6]1[CH:11]=[CH:10][CH:9]=[CH:8][C:7]=1[N:12]1[CH2:17][CH2:16][N:15]([C:18]([O:20][C:21]([CH3:24])([CH3:23])[CH3:22])=[O:19])[CH2:14][CH2:13]1)(=[O:4])=[O:3].[H-].[Na+].I[CH3:28]. (5) Reactant: [CH2:1]([C:5]1[CH:10]=[CH:9][C:8]([C:11]#[C:12][C:13]2[CH:41]=[CH:40][C:16]([CH2:17][N:18]([CH2:27][C:28]3[CH:39]=[CH:38][C:31]([O:32][CH2:33][C:34]([O:36]C)=[O:35])=[CH:30][CH:29]=3)[S:19]([C:22]3[S:23][CH:24]=[CH:25][CH:26]=3)(=[O:21])=[O:20])=[CH:15][CH:14]=2)=[CH:7][CH:6]=1)[CH2:2][CH2:3][CH3:4].[OH-].[Na+].Cl. Product: [CH2:1]([C:5]1[CH:6]=[CH:7][C:8]([C:11]#[C:12][C:13]2[CH:41]=[CH:40][C:16]([CH2:17][N:18]([CH2:27][C:28]3[CH:29]=[CH:30][C:31]([O:32][CH2:33][C:34]([OH:36])=[O:35])=[CH:38][CH:39]=3)[S:19]([C:22]3[S:23][CH:24]=[CH:25][CH:26]=3)(=[O:20])=[O:21])=[CH:15][CH:14]=2)=[CH:9][CH:10]=1)[CH2:2][CH2:3][CH3:4]. The catalyst class is: 92.